From a dataset of Reaction yield outcomes from USPTO patents with 853,638 reactions. Predict the reaction yield, written as a fraction of the theoretical maximum amount of product (1.0 means a 100% yield; for example, 0.34 means a 34% yield). The reactants are Cl.[NH2:2][OH:3].[F:4][C:5]1[CH:12]=[CH:11][C:8]([CH:9]=O)=[CH:7][CH:6]=1.[OH-].[Na+].Cl. The catalyst is C(O)C.O. The product is [F:4][C:5]1[CH:12]=[CH:11][C:8]([CH:9]=[N:2][OH:3])=[CH:7][CH:6]=1. The yield is 0.930.